This data is from Full USPTO retrosynthesis dataset with 1.9M reactions from patents (1976-2016). The task is: Predict the reactants needed to synthesize the given product. (1) Given the product [CH3:1][C:2]1[CH:6]=[C:5]([NH2:7])[N:4]([C:20]2[CH:25]=[CH:24][CH:23]=[CH:22][N:21]=2)[N:3]=1, predict the reactants needed to synthesize it. The reactants are: [CH3:1][C:2]1[CH:6]=[C:5]([NH:7]C2C=CC(C(O)=O)=CC=2C(O)=O)[N:4]([C:20]2[CH:25]=[CH:24][CH:23]=[CH:22][N:21]=2)[N:3]=1.BrC1C(C(O)=O)=CC=CC=1C(O)=O. (2) Given the product [O:19]1[C:23]2[CH:24]=[CH:25][CH:26]=[CH:27][C:22]=2[CH:21]=[C:20]1[C:2]1[C:10]2[C:5](=[CH:6][CH:7]=[C:8]([C:11]#[N:12])[CH:9]=2)[N:4]([CH:13]2[CH2:18][CH2:17][CH2:16][CH2:15][O:14]2)[N:3]=1, predict the reactants needed to synthesize it. The reactants are: Br[C:2]1[C:10]2[C:5](=[CH:6][CH:7]=[C:8]([C:11]#[N:12])[CH:9]=2)[N:4]([CH:13]2[CH2:18][CH2:17][CH2:16][CH2:15][O:14]2)[N:3]=1.[O:19]1[C:23]2[CH:24]=[CH:25][CH:26]=[CH:27][C:22]=2[CH:21]=[C:20]1B(O)O.P([O-])([O-])([O-])=O.[K+].[K+].[K+]. (3) Given the product [NH2:1][C:4]1[CH:5]=[CH:6][C:7]([O:8][C@@H:9]2[CH2:14][CH2:13][C@H:12]([C:15]([O:17][CH2:18][CH3:19])=[O:16])[CH2:11][CH2:10]2)=[CH:20][CH:21]=1, predict the reactants needed to synthesize it. The reactants are: [N+:1]([C:4]1[CH:21]=[CH:20][C:7]([O:8][C@@H:9]2[CH2:14][CH2:13][C@H:12]([C:15]([O:17][CH2:18][CH3:19])=[O:16])[CH2:11][CH2:10]2)=[CH:6][CH:5]=1)([O-])=O. (4) Given the product [CH2:18]([O:17][C:8]1[CH:9]=[C:10]([C:13]([F:14])([F:15])[F:16])[CH:11]=[CH:12][C:7]=1[C:6]([OH:22])=[O:5])[CH2:19][CH2:20][CH3:21], predict the reactants needed to synthesize it. The reactants are: C([O:5][C:6](=[O:22])[C:7]1[CH:12]=[CH:11][C:10]([C:13]([F:16])([F:15])[F:14])=[CH:9][C:8]=1[O:17][CH2:18][CH2:19][CH2:20][CH3:21])CCC.